This data is from Full USPTO retrosynthesis dataset with 1.9M reactions from patents (1976-2016). The task is: Predict the reactants needed to synthesize the given product. (1) Given the product [OH:1][CH2:2][C:3]1[CH:9]=[C:8]([NH2:10])[CH:7]=[CH:6][C:4]=1[NH2:5], predict the reactants needed to synthesize it. The reactants are: [OH:1][CH2:2][C:3]1[CH:9]=[C:8](/[N:10]=N/C2C=CC=CC=2CO)[CH:7]=[CH:6][C:4]=1[NH2:5].O. (2) The reactants are: [F:1][C:2]1(OC)[CH:19]=[CH:18][C:17]([C:20]2[CH:25]=[CH:24][N:23]=[C:22]([NH:26][CH2:27][CH2:28][C:29]3[CH:34]=[CH:33][C:32](O)=[C:31]([F:36])[CH:30]=3)[N:21]=2)=[CH:16][CH:3]1[CH2:4][N:5]([CH:10]1[CH2:15][CH2:14][NH:13][CH2:12][CH2:11]1)[S:6]([CH3:9])(=[O:8])=[O:7].C(OC(N1CCC(N(CC2C=C(C3C=CN=C(Cl)N=3)C=CC=2F)S(C)(=O)=O)CC1)=O)(C)(C)C. Given the product [F:1][C:2]1[CH:19]=[CH:18][C:17]([C:20]2[CH:25]=[CH:24][N:23]=[C:22]([NH:26][CH2:27][CH2:28][C:29]3[CH:34]=[CH:33][CH:32]=[C:31]([F:36])[CH:30]=3)[N:21]=2)=[CH:16][C:3]=1[CH2:4][N:5]([CH:10]1[CH2:15][CH2:14][NH:13][CH2:12][CH2:11]1)[S:6]([CH3:9])(=[O:7])=[O:8], predict the reactants needed to synthesize it. (3) Given the product [O:13]=[C:14]([OH:26])[C@@H:15]([C@H:17]([C@H:19]([C@@H:21]([C:23]([OH:25])=[O:24])[OH:22])[OH:20])[OH:18])[OH:16].[N:1]1[CH:6]=[CH:5][CH:4]=[C:3]([O:7][CH2:8][CH2:9][CH2:10][CH2:11][NH2:12])[CH:2]=1.[N:1]1[CH:6]=[CH:5][CH:4]=[C:3]([O:7][CH2:8][CH2:9][CH2:10][CH2:11][NH2:12])[CH:2]=1, predict the reactants needed to synthesize it. The reactants are: [N:1]1[CH:6]=[CH:5][CH:4]=[C:3]([O:7][CH2:8][CH2:9][CH2:10][CH2:11][NH2:12])[CH:2]=1.[O:13]=[C:14]([OH:26])[C@@H:15]([C@H:17]([C@H:19]([C@@H:21]([C:23]([OH:25])=[O:24])[OH:22])[OH:20])[OH:18])[OH:16].O. (4) Given the product [C@H:1]1([NH:10][C:11]2[CH:20]=[CH:19][C:18]3[C:13](=[CH:14][CH:15]=[C:16]([NH:21][C:22]([NH:24][CH:25]4[CH2:30][CH2:29][N:28]([CH2:43][CH2:42][S:39]([CH3:38])(=[O:41])=[O:40])[CH2:27][CH2:26]4)=[O:23])[CH:17]=3)[N:12]=2)[C:9]2[C:4](=[CH:5][CH:6]=[CH:7][CH:8]=2)[CH2:3][CH2:2]1, predict the reactants needed to synthesize it. The reactants are: [C@H:1]1([NH:10][C:11]2[CH:20]=[CH:19][C:18]3[C:13](=[CH:14][CH:15]=[C:16]([NH:21][C:22]([NH:24][CH:25]4[CH2:30][CH2:29][NH:28][CH2:27][CH2:26]4)=[O:23])[CH:17]=3)[N:12]=2)[C:9]2[C:4](=[CH:5][CH:6]=[CH:7][CH:8]=2)[CH2:3][CH2:2]1.C(N(CC)CC)C.[CH3:38][S:39]([CH:42]=[CH2:43])(=[O:41])=[O:40].C(OCC)(=O)C. (5) Given the product [CH3:18][O:17][C:12]1[CH:13]=[CH:14][CH:15]=[CH:16][C:11]=1[N:8]1[CH2:9][CH2:10][N:5]([CH2:3][C@H:2]([NH2:1])[CH2:19][C:20]2[CH:21]=[N:22][CH:23]=[CH:24][CH:25]=2)[CH2:6][CH2:7]1, predict the reactants needed to synthesize it. The reactants are: [NH2:1][C@H:2]([CH2:19][C:20]1[CH:21]=[N:22][CH:23]=[CH:24][CH:25]=1)[C:3]([N:5]1[CH2:10][CH2:9][N:8]([C:11]2[CH:16]=[CH:15][CH:14]=[CH:13][C:12]=2[O:17][CH3:18])[CH2:7][CH2:6]1)=O.B.C1COCC1.Cl.